From a dataset of Buchwald-Hartwig C-N cross coupling reaction yields with 55,370 reactions. Predict the reaction yield, written as a fraction of the theoretical maximum amount of product (1.0 means a 100% yield; for example, 0.34 means a 34% yield). The reactants are Ic1cccnc1.Cc1ccc(N)cc1.O=S(=O)(O[Pd]1c2ccccc2-c2ccccc2N~1)C(F)(F)F.CC(C)c1cc(C(C)C)c(-c2ccccc2P(C(C)(C)C)C(C)(C)C)c(C(C)C)c1.CN1CCCN2CCCN=C12.Cc1cc(C)on1. No catalyst specified. The product is Cc1ccc(Nc2cccnc2)cc1. The yield is 0.844.